This data is from Forward reaction prediction with 1.9M reactions from USPTO patents (1976-2016). The task is: Predict the product of the given reaction. (1) Given the reactants [Br:1][C:2]1[CH:7]=[CH:6][C:5]([CH:8]2[N:12]([C:13]3[CH:18]=[CH:17][C:16]([C:19]([CH3:22])([CH3:21])[CH3:20])=[CH:15][CH:14]=3)[CH:11]([C:23]3[CH:24]=[CH:25][C:26]([NH:48]CC4C=CC(OC)=CC=4OC)=[C:27]([NH:29][C:30]([C@@H:32]4[CH2:36][CH2:35][CH2:34][N:33]4[C:37](=[O:47])[C@@H:38]([NH:42][C:43](=[O:46])[O:44][CH3:45])[CH:39]([CH3:41])[CH3:40])=[O:31])[CH:28]=3)[CH2:10][CH2:9]2)=[CH:4][CH:3]=1.FC(F)(F)C(O)=O, predict the reaction product. The product is: [NH2:48][C:26]1[CH:25]=[CH:24][C:23]([CH:11]2[CH2:10][CH2:9][CH:8]([C:5]3[CH:6]=[CH:7][C:2]([Br:1])=[CH:3][CH:4]=3)[N:12]2[C:13]2[CH:14]=[CH:15][C:16]([C:19]([CH3:21])([CH3:22])[CH3:20])=[CH:17][CH:18]=2)=[CH:28][C:27]=1[NH:29][C:30]([C@@H:32]1[CH2:36][CH2:35][CH2:34][N:33]1[C:37](=[O:47])[C@@H:38]([NH:42][C:43](=[O:46])[O:44][CH3:45])[CH:39]([CH3:41])[CH3:40])=[O:31]. (2) Given the reactants Cl[C:2]1[N:7]=[C:6]([O:8][C:9]2[C:18]3[C:13](=[CH:14][CH:15]=[CH:16][CH:17]=3)[C:12]([NH:19]C(=O)OC(C)(C)C)=[CH:11][CH:10]=2)[CH:5]=[CH:4][N:3]=1.C([N:29](CC)CC)C.COC1C=CC(CN)=CC=1, predict the reaction product. The product is: [NH2:19][C:12]1[C:13]2[C:18](=[CH:17][CH:16]=[CH:15][CH:14]=2)[C:9]([O:8][C:6]2[CH:5]=[CH:4][N:3]=[C:2]([NH2:29])[N:7]=2)=[CH:10][CH:11]=1. (3) Given the reactants CC(C)CC(O)C.[F:8][C:9]([F:24])([F:23])[C:10]1[CH:11]=[C:12]([C:20](=[O:22])[CH3:21])[CH:13]=[C:14]([C:16]([F:19])([F:18])[F:17])[CH:15]=1.C1N=C(N)C2N=CN([C@@H]3O[C@H](COP(OP(OC[C@H]4O[C@@H](N5C=C(C(N)=O)CC=C5)[C@H](O)[C@@H]4O)(O)=O)(O)=O)[C@@H](O)[C@H]3O)C=2N=1, predict the reaction product. The product is: [F:8][C:9]([F:23])([F:24])[C:10]1[CH:11]=[C:12]([C@@H:20]([OH:22])[CH3:21])[CH:13]=[C:14]([C:16]([F:17])([F:18])[F:19])[CH:15]=1. (4) Given the reactants Cl[C:2]1[N:7]=[CH:6][C:5]([Br:8])=[CH:4][N:3]=1.[NH2:9][CH2:10][CH2:11][N:12]1[CH2:17][CH2:16][O:15][CH2:14][CH2:13]1.C(N(C(C)C)CC)(C)C, predict the reaction product. The product is: [Br:8][C:5]1[CH:4]=[N:3][C:2]([NH:9][CH2:10][CH2:11][N:12]2[CH2:17][CH2:16][O:15][CH2:14][CH2:13]2)=[N:7][CH:6]=1. (5) Given the reactants I[C:2]1[CH:12]=[CH:11][C:5]([C:6]([O:8]CC)=[O:7])=[CH:4][CH:3]=1.[CH:13]([C@@H:16]1[CH2:20][O:19][C:18](=[O:21])[NH:17]1)([CH3:15])[CH3:14].C(=O)([O-])[O-].[K+].[K+].CNCCNC, predict the reaction product. The product is: [CH:13]([C@@H:16]1[CH2:20][O:19][C:18](=[O:21])[N:17]1[C:2]1[CH:3]=[CH:4][C:5]([C:6]([OH:8])=[O:7])=[CH:11][CH:12]=1)([CH3:15])[CH3:14]. (6) Given the reactants S(=O)(=O)(O)O.N([O-])=O.[Na+].N[C:11]1[CH:20]=[C:19]2[C:14]([CH:15]=[C:16]([C:22]3[CH:27]=[CH:26][CH:25]=[CH:24][C:23]=3[C:28]([F:31])([F:30])[F:29])[NH:17][C:18]2=[O:21])=[CH:13][CH:12]=1.[I-:32].[Na+].C(=O)(O)[O-].[Na+], predict the reaction product. The product is: [I:32][C:11]1[CH:20]=[C:19]2[C:14]([CH:15]=[C:16]([C:22]3[CH:27]=[CH:26][CH:25]=[CH:24][C:23]=3[C:28]([F:31])([F:30])[F:29])[NH:17][C:18]2=[O:21])=[CH:13][CH:12]=1. (7) Given the reactants [C:1]([C:3]([CH3:32])([CH3:31])[CH:4]([NH:8][C:9]([C:11]1[C:19]2[C:14](=[N:15][CH:16]=[C:17]([CH:20]3[CH2:22][CH2:21]3)[N:18]=2)[N:13]([CH2:23][O:24][CH2:25][CH2:26][Si:27]([CH3:30])([CH3:29])[CH3:28])[CH:12]=1)=[O:10])[CH:5]1[CH2:7][CH2:6]1)#[N:2].CC[OH:35], predict the reaction product. The product is: [C:1]([C:3]([CH3:32])([CH3:31])[CH:4]([NH:8][C:9]([C:11]1[C:19]2[C:14](=[N:15][CH:16]=[C:17]([CH:20]3[CH2:22][CH2:21]3)[N:18]=2)[N:13]([CH2:23][O:24][CH2:25][CH2:26][Si:27]([CH3:29])([CH3:28])[CH3:30])[CH:12]=1)=[O:10])[CH:5]1[CH2:6][CH2:7]1)(=[O:35])[NH2:2]. (8) Given the reactants C[O:2][C:3](=[O:26])[C:4]1[CH:9]=[C:8]([C:10]2[CH:15]=[CH:14][C:13]([CH3:16])=[CH:12][N:11]=2)[CH:7]=[C:6]([N:17]2[C:21]([C:22]([F:25])([F:24])[CH3:23])=[N:20][N:19]=[N:18]2)[CH:5]=1.CO.[OH-].[Na+], predict the reaction product. The product is: [F:24][C:22]([C:21]1[N:17]([C:6]2[CH:5]=[C:4]([CH:9]=[C:8]([C:10]3[CH:15]=[CH:14][C:13]([CH3:16])=[CH:12][N:11]=3)[CH:7]=2)[C:3]([OH:26])=[O:2])[N:18]=[N:19][N:20]=1)([F:25])[CH3:23]. (9) Given the reactants [S:1]1[C:9]2[CH2:8][CH2:7][O:6][C@H:5]([C@@H:10]([NH:12]C(=O)OCC3C4C=CC=CC=4C4C3=CC=CC=4)[CH3:11])[C:4]=2[CH:3]=[CH:2]1.N1CCCCC1, predict the reaction product. The product is: [S:1]1[C:9]2[CH2:8][CH2:7][O:6][C@H:5]([C@@H:10]([NH2:12])[CH3:11])[C:4]=2[CH:3]=[CH:2]1. (10) Given the reactants [CH3:1][S:2][C:3]1[S:4][C:5]2[CH:11]=[C:10]([OH:12])[CH:9]=[CH:8][C:6]=2[N:7]=1.Cl[C:14]1[CH:19]=[CH:18][N:17]=[C:16]([C:20]([O:22][C:23]([CH3:26])([CH3:25])[CH3:24])=[O:21])[CH:15]=1.C(=O)([O-])[O-].[Cs+].[Cs+].O, predict the reaction product. The product is: [CH3:1][S:2][C:3]1[S:4][C:5]2[CH:11]=[C:10]([O:12][C:14]3[CH:19]=[CH:18][N:17]=[C:16]([C:20]([O:22][C:23]([CH3:26])([CH3:25])[CH3:24])=[O:21])[CH:15]=3)[CH:9]=[CH:8][C:6]=2[N:7]=1.